Dataset: Peptide-MHC class I binding affinity with 185,985 pairs from IEDB/IMGT. Task: Regression. Given a peptide amino acid sequence and an MHC pseudo amino acid sequence, predict their binding affinity value. This is MHC class I binding data. (1) The peptide sequence is LSEEIGLDL. The MHC is HLA-B35:01 with pseudo-sequence HLA-B35:01. The binding affinity (normalized) is 0.0847. (2) The peptide sequence is FLILPQAKK. The MHC is HLA-A24:03 with pseudo-sequence HLA-A24:03. The binding affinity (normalized) is 0.0847. (3) The peptide sequence is LTLLLWISVK. The MHC is HLA-A33:01 with pseudo-sequence HLA-A33:01. The binding affinity (normalized) is 0.172. (4) The binding affinity (normalized) is 0.187. The peptide sequence is RRSRPSGD. The MHC is Mamu-B08 with pseudo-sequence Mamu-B08.